Dataset: Full USPTO retrosynthesis dataset with 1.9M reactions from patents (1976-2016). Task: Predict the reactants needed to synthesize the given product. (1) Given the product [CH3:32][C:31]([Si:28]([CH3:30])([CH3:29])[O:1][C@H:2]1[CH2:7][N:6]([C:8]([O:10][CH2:11][C:12]2[CH:17]=[CH:16][CH:15]=[CH:14][CH:13]=2)=[O:9])[CH2:5][C@@H:4]([C:18]([OH:20])=[O:19])[CH2:3]1)([CH3:34])[CH3:33], predict the reactants needed to synthesize it. The reactants are: [OH:1][C@H:2]1[CH2:7][N:6]([C:8]([O:10][CH2:11][C:12]2[CH:17]=[CH:16][CH:15]=[CH:14][CH:13]=2)=[O:9])[CH2:5][C@@H:4]([C:18]([OH:20])=[O:19])[CH2:3]1.CCN(CC)CC.[Si:28](Cl)([C:31]([CH3:34])([CH3:33])[CH3:32])([CH3:30])[CH3:29]. (2) The reactants are: [Br:1][C:2]1[C:6]2=[N:7][CH:8]=[CH:9][CH:10]=[C:5]2[S:4][CH:3]=1.[CH2:11]1CCCCC1.CI. Given the product [Br:1][C:2]1[C:6]2=[N:7][CH:8]=[CH:9][CH:10]=[C:5]2[S:4][C:3]=1[CH3:11], predict the reactants needed to synthesize it. (3) The reactants are: [Br:1][CH2:2][C:3]1[C:12]2[C:7](=[C:8]([F:13])[CH:9]=[CH:10][CH:11]=2)[NH:6][C:5](=O)[CH:4]=1.O=P(Cl)(Cl)[Cl:17]. Given the product [Br:1][CH2:2][C:3]1[C:12]2[C:7](=[C:8]([F:13])[CH:9]=[CH:10][CH:11]=2)[N:6]=[C:5]([Cl:17])[CH:4]=1, predict the reactants needed to synthesize it. (4) The reactants are: Br[C:2]1[CH:7]=[CH:6][CH:5]=[C:4]([S:8]([CH2:11][CH2:12][CH3:13])(=[O:10])=[O:9])[CH:3]=1.BrCC1C=CC=C(S(CCC)(=O)=O)C=1.C(N(CC)CC)C.[CH3:35][Si:36]([C:39]#[CH:40])([CH3:38])[CH3:37]. Given the product [CH3:35][Si:36]([CH3:38])([CH3:37])[C:39]#[C:40][C:2]1[CH:7]=[CH:6][CH:5]=[C:4]([S:8]([CH2:11][CH2:12][CH3:13])(=[O:10])=[O:9])[CH:3]=1, predict the reactants needed to synthesize it. (5) Given the product [Cl:55][C:4]1[CH:5]=[CH:6][CH:7]=[CH:2][C:3]=1[C:8]1[C:13]([Cl:14])=[CH:12][C:11]([C:15]([N:17]2[C:23]3[CH:24]=[CH:25][CH:26]=[CH:27][C:22]=3[CH2:21][N:20]3[C:28]([C:31]([N:37]([CH3:36])[CH2:38][C:39]4[CH:40]=[N:41][CH:42]=[CH:43][CH:44]=4)=[O:33])=[CH:29][CH:30]=[C:19]3[CH2:18]2)=[O:16])=[C:10]([O:34][CH3:35])[CH:9]=1, predict the reactants needed to synthesize it. The reactants are: Cl[C:2]1[CH:7]=[CH:6][CH:5]=[CH:4][C:3]=1[C:8]1[C:13]([Cl:14])=[CH:12][C:11]([C:15]([N:17]2[C:23]3[CH:24]=[CH:25][CH:26]=[CH:27][C:22]=3[CH2:21][N:20]3[C:28]([C:31]([OH:33])=O)=[CH:29][CH:30]=[C:19]3[CH2:18]2)=[O:16])=[C:10]([O:34][CH3:35])[CH:9]=1.[CH3:36][NH:37][CH2:38][C:39]1[CH:40]=[N:41][CH:42]=[CH:43][CH:44]=1.ON1C2C=CC=CC=2N=N1.[ClH:55].CN(C)CCCN=C=NCC.C(N(CC)C(C)C)(C)C. (6) Given the product [Cl:31][C:32]1[CH:39]=[CH:38][CH:37]=[C:36]([F:40])[C:33]=1[CH2:34][S:24][C:15]1[N:16]([C:17]2[CH:18]=[CH:19][C:20]([F:23])=[CH:21][CH:22]=2)[C:12]([C:9]([C:4]2[CH:5]=[CH:6][C:7]([Cl:8])=[C:2]([Cl:1])[CH:3]=2)([CH3:11])[CH3:10])=[CH:13][N:14]=1, predict the reactants needed to synthesize it. The reactants are: [Cl:1][C:2]1[CH:3]=[C:4]([C:9]([C:12]2[N:16]([C:17]3[CH:22]=[CH:21][C:20]([F:23])=[CH:19][CH:18]=3)[C:15](=[S:24])[NH:14][CH:13]=2)([CH3:11])[CH3:10])[CH:5]=[CH:6][C:7]=1[Cl:8].C([O-])([O-])=O.[K+].[K+].[Cl:31][C:32]1[CH:39]=[CH:38][CH:37]=[C:36]([F:40])[C:33]=1[CH2:34]Cl. (7) Given the product [CH3:13][C:12]1[N:15]=[CH:9][C:3]([C:4]([O:6][CH2:7][CH3:8])=[O:5])=[CH:1][N:14]=1, predict the reactants needed to synthesize it. The reactants are: [CH:1]([CH:3]([CH:9]=O)[C:4]([O:6][CH2:7][CH3:8])=[O:5])=O.Cl.[C:12]([NH2:15])(=[NH:14])[CH3:13].[O-]CC.[Na+]. (8) Given the product [CH2:9]([O:10][C:42](=[O:43])[CH2:3][CH2:2][CH2:34][NH:1][C@H:2]([C:34]1[CH:39]=[CH:38][CH:37]=[CH:36][CH:35]=1)[CH2:3][N:4]1[C:9](=[O:10])[C:8]([C:11]2[CH:16]=[CH:15][CH:14]=[C:13]([O:17][CH3:18])[C:12]=2[F:19])=[C:7]([CH3:20])[N:6]([CH2:21][C:22]2[C:27]([C:28]([F:29])([F:31])[F:30])=[CH:26][CH:25]=[CH:24][C:23]=2[F:32])[C:5]1=[O:33])[CH3:8], predict the reactants needed to synthesize it. The reactants are: [NH2:1][C@H:2]([C:34]1[CH:39]=[CH:38][CH:37]=[CH:36][CH:35]=1)[CH2:3][N:4]1[C:9](=[O:10])[C:8]([C:11]2[CH:16]=[CH:15][CH:14]=[C:13]([O:17][CH3:18])[C:12]=2[F:19])=[C:7]([CH3:20])[N:6]([CH2:21][C:22]2[C:27]([C:28]([F:31])([F:30])[F:29])=[CH:26][CH:25]=[CH:24][C:23]=2[F:32])[C:5]1=[O:33].CN(C)[CH:42]=[O:43]. (9) Given the product [NH2:43][C@H:38]1[CH2:39][CH2:40][CH2:41][CH2:42][C@H:37]1[NH:44][C:3]1[N:4]=[CH:5][C:6]2[C:12](=[O:13])[NH:11][CH:10]=[C:9]([C:14]3[C:22]4[C:17](=[CH:18][C:19]([C:23]([F:25])([F:24])[F:26])=[CH:20][CH:21]=4)[N:16]([S:27]([C:30]4[CH:31]=[CH:32][C:33]([CH3:36])=[CH:34][CH:35]=4)(=[O:29])=[O:28])[CH:15]=3)[C:7]=2[N:8]=1, predict the reactants needed to synthesize it. The reactants are: CS[C:3]1[N:4]=[CH:5][C:6]2[C:12](=[O:13])[NH:11][CH:10]=[C:9]([C:14]3[C:22]4[C:17](=[CH:18][C:19]([C:23]([F:26])([F:25])[F:24])=[CH:20][CH:21]=4)[N:16]([S:27]([C:30]4[CH:35]=[CH:34][C:33]([CH3:36])=[CH:32][CH:31]=4)(=[O:29])=[O:28])[CH:15]=3)[C:7]=2[N:8]=1.[C@@H:37]1([NH2:44])[CH2:42][CH2:41][CH2:40][CH2:39][C@@H:38]1[NH2:43]. (10) Given the product [CH3:16][O:17][C:18]1[CH:19]=[C:20]([C:26]2[CH:27]=[C:28]([OH:30])[N:7]([CH3:6])[N:8]=2)[CH:21]=[CH:22][C:23]=1[S:24][CH3:25], predict the reactants needed to synthesize it. The reactants are: S(O)(O)(=O)=O.[CH3:6][NH:7][NH2:8].C(N(CC)CC)C.[CH3:16][O:17][C:18]1[CH:19]=[C:20]([C:26](=O)[CH2:27][C:28]([O:30]C)=O)[CH:21]=[CH:22][C:23]=1[S:24][CH3:25].